Dataset: Forward reaction prediction with 1.9M reactions from USPTO patents (1976-2016). Task: Predict the product of the given reaction. The product is: [F:20][C:19]1[CH:18]=[CH:17][C:4]([CH2:5][C:6]2[C:15]3[C:10](=[CH:11][CH:12]=[CH:13][CH:14]=3)[C:9](=[O:16])[NH:8][N:7]=2)=[CH:3][C:2]=1[C:28]1[CH:27]=[CH:26][CH:25]=[C:24]([C:21]([OH:23])=[O:22])[CH:29]=1. Given the reactants Br[C:2]1[CH:3]=[C:4]([CH:17]=[CH:18][C:19]=1[F:20])[CH2:5][C:6]1[C:15]2[C:10](=[CH:11][CH:12]=[CH:13][CH:14]=2)[C:9](=[O:16])[NH:8][N:7]=1.[C:21]([C:24]1[CH:25]=[C:26](B(O)O)[CH:27]=[CH:28][CH:29]=1)([OH:23])=[O:22].C(=O)([O-])[O-].[K+].[K+], predict the reaction product.